Task: Predict the product of the given reaction.. Dataset: Forward reaction prediction with 1.9M reactions from USPTO patents (1976-2016) (1) Given the reactants [CH3:1][O:2][C:3]1[CH:8]=[CH:7][CH:6]=[CH:5][C:4]=1[CH2:9][N:10]1[C:15](=[O:16])[CH2:14][C:13](=[O:17])[N:12]([CH2:18][C:19]2[CH:24]=[CH:23][CH:22]=[CH:21][C:20]=2[O:25][CH3:26])[C:11]1=[O:27].C(N(C(C)C)CC)(C)C.[N:37]([CH2:40][C:41]([O:43]CC)=[O:42])=[C:38]=[O:39], predict the reaction product. The product is: [OH:17][C:13]1[N:12]([CH2:18][C:19]2[CH:24]=[CH:23][CH:22]=[CH:21][C:20]=2[O:25][CH3:26])[C:11](=[O:27])[N:10]([CH2:9][C:4]2[CH:5]=[CH:6][CH:7]=[CH:8][C:3]=2[O:2][CH3:1])[C:15](=[O:16])[C:14]=1[C:38]([NH:37][CH2:40][C:41]([OH:43])=[O:42])=[O:39]. (2) Given the reactants [CH3:1][CH:2]([CH3:21])[CH2:3][CH:4]([S:9][C:10]1[NH:14][C:13]([C:15]2[CH:20]=[CH:19][CH:18]=[CH:17][CH:16]=2)=[N:12][N:11]=1)[C:5]([O:7]C)=[O:6].CO.O1CCCC1.[Li], predict the reaction product. The product is: [CH3:1][CH:2]([CH3:21])[CH2:3][CH:4]([S:9][C:10]1[NH:14][C:13]([C:15]2[CH:16]=[CH:17][CH:18]=[CH:19][CH:20]=2)=[N:12][N:11]=1)[C:5]([OH:7])=[O:6].